From a dataset of HIV replication inhibition screening data with 41,000+ compounds from the AIDS Antiviral Screen. Binary Classification. Given a drug SMILES string, predict its activity (active/inactive) in a high-throughput screening assay against a specified biological target. (1) The result is 0 (inactive). The compound is COc1ccc(C(=C2C(=O)N(c3ccccc3)C(=O)C2=C(C)C)c2ccc(OC)cc2)cc1. (2) The molecule is O=C(NC12CC3CC(CC(C3)C1)C2)C(=O)c1c[nH]c2ccc([N+](=O)[O-])cc12. The result is 0 (inactive). (3) The drug is CCOC(=O)C1(C(=O)OCC)COC(=O)C1CN1Cc2cc3ccccc3nc2C1. The result is 0 (inactive). (4) The drug is O=C(O)c1ccc2c3c(n[se]c13)-c1ccccc1C2=O. The result is 0 (inactive). (5) The compound is CC1(C(=O)O)CCC2(C)CCC3(C)C4=C(CCC3(C)C2C1)C1(C)CCC(O)C(C)(C)C1CC4. The result is 0 (inactive). (6) The drug is COc1c(C)c(CC=C(C)CCC=C(C)CCC=C(C)CCC=C(C)C)c(OC)c2ccccc12. The result is 0 (inactive). (7) The drug is Nc1ccc(O)c(C(=O)O[Sn](c2ccccc2)(c2ccccc2)c2ccccc2)c1. The result is 0 (inactive). (8) The compound is CCC(CON(C)c1ccccc1)(SC)SC. The result is 0 (inactive). (9) The compound is C=C(Br)CC12CC3(CCC1c1ccc(OC)cc1C2=O)OCCO3. The result is 0 (inactive). (10) The molecule is ON=C1CCCCC1=Cc1ccc(Cl)cc1. The result is 0 (inactive).